This data is from Full USPTO retrosynthesis dataset with 1.9M reactions from patents (1976-2016). The task is: Predict the reactants needed to synthesize the given product. Given the product [CH3:8][C:7]1[CH:9]=[CH:10][C:4]([S:1]([O:21][CH2:22][CH2:23][O:24][CH2:25][CH2:26][O:27][C:28]2[CH:33]=[CH:32][C:31]([C@H:34]3[CH2:51][C@@:49]4([CH3:50])[C@@H:45]([CH2:46][CH2:47][C:48]4=[O:52])[C@H:44]4[C:35]3=[C:36]3[C:41]([CH2:42][CH2:43]4)=[CH:40][C:39](=[O:53])[CH2:38][CH2:37]3)=[CH:30][CH:29]=2)(=[O:3])=[O:2])=[CH:5][CH:6]=1, predict the reactants needed to synthesize it. The reactants are: [S:1](Cl)([C:4]1[CH:10]=[CH:9][C:7]([CH3:8])=[CH:6][CH:5]=1)(=[O:3])=[O:2].CN(C1C=CC=CN=1)C.[OH:21][CH2:22][CH2:23][O:24][CH2:25][CH2:26][O:27][C:28]1[CH:33]=[CH:32][C:31]([C@H:34]2[CH2:51][C@@:49]3([CH3:50])[C@@H:45]([CH2:46][CH2:47][C:48]3=[O:52])[C@H:44]3[C:35]2=[C:36]2[C:41]([CH2:42][CH2:43]3)=[CH:40][C:39](=[O:53])[CH2:38][CH2:37]2)=[CH:30][CH:29]=1.